Dataset: Reaction yield outcomes from USPTO patents with 853,638 reactions. Task: Predict the reaction yield, written as a fraction of the theoretical maximum amount of product (1.0 means a 100% yield; for example, 0.34 means a 34% yield). (1) The yield is 0.640. The product is [Br:1][C:2]1[C:3](=[O:10])[NH:4][C:5]([Cl:8])=[N:6][CH:7]=1. The reactants are [Br:1][C:2]1[C:3](Cl)=[N:4][C:5]([Cl:8])=[N:6][CH:7]=1.[OH-:10].[Na+].Cl. The catalyst is C1COCC1. (2) The reactants are [Br:1][C:2]1[CH:7]=[CH:6][C:5]([CH:8]([C:14]2[CH:19]=[CH:18][C:17]([Cl:20])=[CH:16][CH:15]=2)[CH2:9][C:10]([NH:12][CH3:13])=O)=[CH:4][CH:3]=1.[H-].[Al+3].[Li+].[H-].[H-].[H-].[Cl-].[Al+3].[Cl-].[Cl-]. The catalyst is C(OCC)C. The product is [Br:1][C:2]1[CH:7]=[CH:6][C:5]([CH:8]([C:14]2[CH:15]=[CH:16][C:17]([Cl:20])=[CH:18][CH:19]=2)[CH2:9][CH2:10][NH:12][CH3:13])=[CH:4][CH:3]=1. The yield is 0.620. (3) The reactants are Cl[C:2]1[C:11]2[C:6](=[CH:7][C:8]([CH3:12])=[CH:9][CH:10]=2)[N:5]=[C:4]([C:13]2[CH:18]=[CH:17][CH:16]=[CH:15][C:14]=2[OH:19])[N:3]=1.[CH2:20]([O:27][CH2:28][C@H:29]1[CH2:34][NH:33][CH2:32][CH2:31][N:30]1[C:35]([O:37][C:38]([CH3:41])([CH3:40])[CH3:39])=[O:36])[C:21]1[CH:26]=[CH:25][CH:24]=[CH:23][CH:22]=1. The catalyst is CN(C=O)C.C(N(CC)CC)C. The product is [CH2:20]([O:27][CH2:28][C@H:29]1[CH2:34][N:33]([C:2]2[C:11]3[C:6](=[CH:7][C:8]([CH3:12])=[CH:9][CH:10]=3)[N:5]=[C:4]([C:13]3[CH:18]=[CH:17][CH:16]=[CH:15][C:14]=3[OH:19])[N:3]=2)[CH2:32][CH2:31][N:30]1[C:35]([O:37][C:38]([CH3:41])([CH3:40])[CH3:39])=[O:36])[C:21]1[CH:22]=[CH:23][CH:24]=[CH:25][CH:26]=1. The yield is 0.850.